From a dataset of Catalyst prediction with 721,799 reactions and 888 catalyst types from USPTO. Predict which catalyst facilitates the given reaction. (1) Reactant: [O:1]([C:8]1[CH:13]=[CH:12][C:11]([S:14]([OH:17])(=O)=[O:15])=[CH:10][CH:9]=1)[C:2]1[CH:7]=[CH:6][CH:5]=[CH:4][CH:3]=1.S(Cl)([Cl:20])=O. Product: [O:1]([C:8]1[CH:13]=[CH:12][C:11]([S:14]([Cl:20])(=[O:17])=[O:15])=[CH:10][CH:9]=1)[C:2]1[CH:7]=[CH:6][CH:5]=[CH:4][CH:3]=1. The catalyst class is: 3. (2) Reactant: C[C:2]1[CH:10]=[C:9]([C:11]([NH:13][C:14]2[CH:19]=[CH:18][CH:17]=[C:16]([C:20]3[C:29]4[C:24](=[CH:25][C:26]([O:32][CH3:33])=[C:27]([O:30][CH3:31])[CH:28]=4)[N:23]=[C:22]([NH:34][CH3:35])[N:21]=3)[CH:15]=2)=[O:12])[CH:8]=[CH:7][C:3]=1[C:4]([OH:6])=[O:5].O1CCCC1.[OH-].[Na+].[ClH:43]. Product: [ClH:43].[CH3:31][O:30][C:27]1[CH:28]=[C:29]2[C:24](=[CH:25][C:26]=1[O:32][CH3:33])[N:23]=[C:22]([NH:34][CH3:35])[N:21]=[C:20]2[C:16]1[CH:15]=[C:14]([NH:13][C:11](=[O:12])[C:9]2[CH:10]=[CH:2][C:3]([C:4]([OH:6])=[O:5])=[CH:7][CH:8]=2)[CH:19]=[CH:18][CH:17]=1. The catalyst class is: 5. (3) Reactant: [Cl:1][C:2]1[CH:10]=[CH:9][C:8]([F:11])=[CH:7][C:3]=1[C:4](Cl)=[O:5].Cl.[CH2:13]([O:15][C:16](=[O:24])[CH:17]([NH2:23])[C:18]([O:20][CH2:21][CH3:22])=[O:19])[CH3:14].C(N(CC)CC)C.O. Product: [CH2:21]([O:20][C:18](=[O:19])[CH:17]([NH:23][C:4](=[O:5])[C:3]1[CH:7]=[C:8]([F:11])[CH:9]=[CH:10][C:2]=1[Cl:1])[C:16]([O:15][CH2:13][CH3:14])=[O:24])[CH3:22]. The catalyst class is: 4. (4) Reactant: [CH3:1][C:2]1[C:7]([CH2:8]O)=[CH:6][CH:5]=[C:4]([C:10]2[CH:15]=[CH:14][C:13]([C:16]([F:19])([F:18])[F:17])=[CH:12][CH:11]=2)[N:3]=1.S(Cl)([Cl:22])=O. Product: [Cl:22][CH2:8][C:7]1[C:2]([CH3:1])=[N:3][C:4]([C:10]2[CH:15]=[CH:14][C:13]([C:16]([F:19])([F:18])[F:17])=[CH:12][CH:11]=2)=[CH:5][CH:6]=1. The catalyst class is: 4. (5) Reactant: F[C:2]1[CH:3]=[CH:4][C:5]([N+:10]([O-:12])=[O:11])=[C:6]([CH:9]=1)[NH:7][CH3:8].[CH3:13][O:14][C:15]1[CH:20]=[C:19]([OH:21])[CH:18]=[CH:17][N:16]=1.C(=O)([O-])[O-].[Cs+].[Cs+].O. Product: [CH3:13][O:14][C:15]1[CH:20]=[C:19]([O:21][C:2]2[CH:3]=[CH:4][C:5]([N+:10]([O-:12])=[O:11])=[C:6]([CH:9]=2)[NH:7][CH3:8])[CH:18]=[CH:17][N:16]=1. The catalyst class is: 3.